This data is from Catalyst prediction with 721,799 reactions and 888 catalyst types from USPTO. The task is: Predict which catalyst facilitates the given reaction. (1) Reactant: [F:1][C@H:2]1[C@H:5]([CH2:6][O:7][CH2:8][C:9]2[CH:14]=[CH:13][CH:12]=[CH:11][CH:10]=2)[CH2:4][C:3]1=O.[CH2:16]([NH2:23])[C:17]1[CH:22]=[CH:21][CH:20]=[CH:19][CH:18]=1.C(O[BH-](OC(=O)C)OC(=O)C)(=O)C.[Na+].CC(O)=O. Product: [CH2:16]([NH:23][CH:3]1[CH2:4][CH:5]([CH2:6][O:7][CH2:8][C:9]2[CH:14]=[CH:13][CH:12]=[CH:11][CH:10]=2)[CH:2]1[F:1])[C:17]1[CH:22]=[CH:21][CH:20]=[CH:19][CH:18]=1. The catalyst class is: 26. (2) Reactant: [Br:1][C:2]1[CH:3]=[CH:4][C:5]([CH2:8][OH:9])=[N:6][CH:7]=1.[CH3:10][S:11](Cl)(=[O:13])=[O:12]. Product: [CH3:10][S:11]([O:9][CH2:8][C:5]1[CH:4]=[CH:3][C:2]([Br:1])=[CH:7][N:6]=1)(=[O:13])=[O:12]. The catalyst class is: 4. (3) Reactant: [Cl:1][C:2]1[CH:3]=[CH:4][C:5]([O:33][CH:34]([F:36])[F:35])=[C:6]([C:8]2[C:12]([NH:13][C:14]([C:16]3[C:17]([NH:25][C:26](=[O:32])[O:27][C:28]([CH3:31])([CH3:30])[CH3:29])=[N:18][N:19]4[CH:24]=[CH:23][CH:22]=[N:21][C:20]=34)=[O:15])=[CH:11][NH:10][N:9]=2)[CH:7]=1.C(=O)([O-])[O-].[Cs+].[Cs+].[C:43]([O:47][C:48](=[O:51])[CH2:49]Br)([CH3:46])([CH3:45])[CH3:44]. Product: [C:43]([O:47][C:48](=[O:51])[CH2:49][N:10]1[CH:11]=[C:12]([NH:13][C:14]([C:16]2[C:17]([NH:25][C:26]([O:27][C:28]([CH3:29])([CH3:30])[CH3:31])=[O:32])=[N:18][N:19]3[CH:24]=[CH:23][CH:22]=[N:21][C:20]=23)=[O:15])[C:8]([C:6]2[CH:7]=[C:2]([Cl:1])[CH:3]=[CH:4][C:5]=2[O:33][CH:34]([F:36])[F:35])=[N:9]1)([CH3:46])([CH3:45])[CH3:44]. The catalyst class is: 18. (4) Reactant: [NH2:1][C:2]1[CH:7]=[CH:6][N:5]=[CH:4][C:3]=1[C:8]([OH:10])=[O:9].S(=O)(=O)(O)O.[C:16](=O)([O-])[O-].[Na+].[Na+]. Product: [NH2:1][C:2]1[CH:7]=[CH:6][N:5]=[CH:4][C:3]=1[C:8]([O:10][CH3:16])=[O:9]. The catalyst class is: 5. (5) Reactant: [C:1]([O:5][C:6]([NH:8][CH2:9][C:10]1[CH:52]=[CH:51][C:50]([F:53])=[CH:49][C:11]=1[C:12]([NH:14][CH2:15][CH2:16][CH2:17][CH2:18][S:19]([N:22]([C:24]1[N:33]=[C:32]([C:34]([O:36]C)=[O:35])[C:31]([O:38][S:39]([C:42]2[CH:48]=[CH:47][C:45]([CH3:46])=[CH:44][CH:43]=2)(=[O:41])=[O:40])=[C:30]2[C:25]=1[CH:26]=[CH:27][CH:28]=[N:29]2)[CH3:23])(=[O:21])=[O:20])=[O:13])=[O:7])([CH3:4])([CH3:3])[CH3:2].C1COCC1.[OH-].[Li+].Cl. Product: [C:1]([O:5][C:6]([NH:8][CH2:9][C:10]1[CH:52]=[CH:51][C:50]([F:53])=[CH:49][C:11]=1[C:12]([NH:14][CH2:15][CH2:16][CH2:17][CH2:18][S:19]([N:22]([C:24]1[N:33]=[C:32]([C:34]([OH:36])=[O:35])[C:31]([O:38][S:39]([C:42]2[CH:48]=[CH:47][C:45]([CH3:46])=[CH:44][CH:43]=2)(=[O:41])=[O:40])=[C:30]2[C:25]=1[CH:26]=[CH:27][CH:28]=[N:29]2)[CH3:23])(=[O:20])=[O:21])=[O:13])=[O:7])([CH3:4])([CH3:2])[CH3:3]. The catalyst class is: 69. (6) Reactant: [Cl:1][C:2]1[CH:3]=[C:4]([NH:19][C:20]2[C:30]3[CH:29]=[C:28]([C:31]([OH:33])=O)[CH2:27][CH2:26][NH:25][C:24]=3[N:23]=[CH:22][N:21]=2)[CH:5]=[CH:6][C:7]=1[O:8][C:9]1[CH:14]=[CH:13][CH:12]=[C:11]([C:15]([F:18])([F:17])[F:16])[CH:10]=1.Cl.[CH3:35][C:36]([CH3:44])([CH2:39][S:40]([CH3:43])(=[O:42])=[O:41])[CH2:37][NH2:38].Cl.C(N=C=NCCCN(C)C)C.O.ON1C2C=CC=CC=2N=N1. Product: [Cl:1][C:2]1[CH:3]=[C:4]([NH:19][C:20]2[C:30]3[CH:29]=[C:28]([C:31]([NH:38][CH2:37][C:36]([CH3:44])([CH3:35])[CH2:39][S:40]([CH3:43])(=[O:42])=[O:41])=[O:33])[CH2:27][CH2:26][NH:25][C:24]=3[N:23]=[CH:22][N:21]=2)[CH:5]=[CH:6][C:7]=1[O:8][C:9]1[CH:14]=[CH:13][CH:12]=[C:11]([C:15]([F:16])([F:18])[F:17])[CH:10]=1. The catalyst class is: 289. (7) Reactant: [C:1]([O:5][C:6]([N:8]([C:20]([O:22][C:23]([CH3:26])([CH3:25])[CH3:24])=[O:21])[C:9]1[N:14]=[C:13]([C:15]([OH:17])=O)[CH:12]=[CH:11][C:10]=1[O:18][CH3:19])=[O:7])([CH3:4])([CH3:3])[CH3:2].Cl.C(N=C=NCCC[N:36]([CH3:38])C)C.Cl.CN[O:42][CH3:43].ON1C2C=CC=CC=2N=N1.C(N(C(C)C)CC)(C)C. Product: [CH3:43][O:42][CH2:38][NH:36][C:15](=[O:17])[C:13]1[CH:12]=[CH:11][C:10]([O:18][CH3:19])=[C:9]([N:8]([C:20]([O:22][C:23]([CH3:26])([CH3:25])[CH3:24])=[O:21])[C:6]([O:5][C:1]([CH3:2])([CH3:3])[CH3:4])=[O:7])[N:14]=1. The catalyst class is: 18. (8) The catalyst class is: 59. Product: [F:38][CH:9]([F:8])[CH2:10][NH:11][C:12]1[N:13]=[C:14]2[CH2:36][CH:35]([CH3:37])[N:34]([S:40]([CH3:39])(=[O:42])=[O:41])[CH2:33][C:15]2=[N:16][C:17]=1[N:18]1[CH2:19][CH2:20][CH:21]([O:24][C:25]2[CH:30]=[CH:29][C:28]([F:31])=[CH:27][C:26]=2[F:32])[CH2:22][CH2:23]1.[C:2]([OH:3])([C:4]([F:7])([F:6])[F:5])=[O:1]. Reactant: [OH:1][C:2]([C:4]([F:7])([F:6])[F:5])=[O:3].[F:8][CH:9]([F:38])[CH2:10][NH:11][C:12]1[N:13]=[C:14]2[CH2:36][CH:35]([CH3:37])[NH:34][CH2:33][C:15]2=[N:16][C:17]=1[N:18]1[CH2:23][CH2:22][CH:21]([O:24][C:25]2[CH:30]=[CH:29][C:28]([F:31])=[CH:27][C:26]=2[F:32])[CH2:20][CH2:19]1.[CH3:39][S:40](Cl)(=[O:42])=[O:41].CCN(C(C)C)C(C)C.